This data is from NCI-60 drug combinations with 297,098 pairs across 59 cell lines. The task is: Regression. Given two drug SMILES strings and cell line genomic features, predict the synergy score measuring deviation from expected non-interaction effect. (1) Drug 1: CC1CCC2CC(C(=CC=CC=CC(CC(C(=O)C(C(C(=CC(C(=O)CC(OC(=O)C3CCCCN3C(=O)C(=O)C1(O2)O)C(C)CC4CCC(C(C4)OC)O)C)C)O)OC)C)C)C)OC. Drug 2: CC1=C2C(C(=O)C3(C(CC4C(C3C(C(C2(C)C)(CC1OC(=O)C(C(C5=CC=CC=C5)NC(=O)OC(C)(C)C)O)O)OC(=O)C6=CC=CC=C6)(CO4)OC(=O)C)O)C)O. Cell line: SK-MEL-5. Synergy scores: CSS=7.17, Synergy_ZIP=0.960, Synergy_Bliss=5.37, Synergy_Loewe=0.221, Synergy_HSA=4.24. (2) Drug 1: CCC1(CC2CC(C3=C(CCN(C2)C1)C4=CC=CC=C4N3)(C5=C(C=C6C(=C5)C78CCN9C7C(C=CC9)(C(C(C8N6C=O)(C(=O)OC)O)OC(=O)C)CC)OC)C(=O)OC)O.OS(=O)(=O)O. Drug 2: CCCCCOC(=O)NC1=NC(=O)N(C=C1F)C2C(C(C(O2)C)O)O. Cell line: SK-MEL-5. Synergy scores: CSS=2.54, Synergy_ZIP=-1.41, Synergy_Bliss=0.588, Synergy_Loewe=0.596, Synergy_HSA=1.23.